Dataset: Full USPTO retrosynthesis dataset with 1.9M reactions from patents (1976-2016). Task: Predict the reactants needed to synthesize the given product. (1) Given the product [O:21]1[CH2:22][CH2:23][N:18]([C:14]2[O:13][C:12]3[C:8]([C:5]4[CH:6]=[CH:7][C:2]([NH:1][C:31](=[O:38])[C:26]5[CH:27]=[CH:28][CH:29]=[N:24][CH:25]=5)=[CH:3][CH:4]=4)=[CH:9][S:10][C:11]=3[C:16](=[O:17])[CH:15]=2)[CH2:19][CH2:20]1, predict the reactants needed to synthesize it. The reactants are: [NH2:1][C:2]1[CH:7]=[CH:6][C:5]([C:8]2[C:12]3[O:13][C:14]([N:18]4[CH2:23][CH2:22][O:21][CH2:20][CH2:19]4)=[CH:15][C:16](=[O:17])[C:11]=3[S:10][CH:9]=2)=[CH:4][CH:3]=1.[N:24]1[CH:29]=[CH:28][CH:27]=[CH:26][CH:25]=1.Cl.[C:31](Cl)(=[O:38])C1C=CN=CC=1. (2) Given the product [NH2:17][CH2:16][CH2:15][CH2:14][N:4]1[C:3]([C:25]2[CH:30]=[CH:29][CH:28]=[CH:27][CH:26]=2)=[C:2]([CH3:1])[S:6][C:5]1=[N:7][C:8]1[CH:13]=[CH:12][CH:11]=[CH:10][CH:9]=1, predict the reactants needed to synthesize it. The reactants are: [CH3:1][C:2]1[S:6][C:5](=[N:7][C:8]2[CH:13]=[CH:12][CH:11]=[CH:10][CH:9]=2)[N:4]([CH2:14][CH2:15][CH2:16][NH:17]C(=O)OC(C)(C)C)[C:3]=1[C:25]1[CH:30]=[CH:29][CH:28]=[CH:27][CH:26]=1.Cl. (3) Given the product [Cl:1][C:2]1[CH:7]=[C:6]([F:8])[CH:5]=[CH:4][C:3]=1[C@H:9]1[CH2:14][C@@H:13]([C:15]2[O:19][NH:18][C:17](=[O:20])[CH:16]=2)[CH2:12][CH2:11][NH:10]1, predict the reactants needed to synthesize it. The reactants are: [Cl:1][C:2]1[CH:7]=[C:6]([F:8])[CH:5]=[CH:4][C:3]=1[C@H:9]1[CH2:14][C@@H:13]([C:15]2[O:19][NH:18][C:17](=[O:20])[CH:16]=2)[CH2:12][CH2:11][N:10]1C(OC)=O.C(O)(=O)C. (4) Given the product [O:11]([C:18]1[CH:23]=[CH:22][C:21]([C:2]2[N:7]=[C:6]3[N:8]([CH:28]4[CH2:29][N:30]([C:32](=[O:34])[CH:39]=[CH2:40])[CH2:31]4)[CH:9]=[CH:10][C:5]3=[N:4][CH:3]=2)=[CH:20][CH:19]=1)[C:12]1[CH:17]=[CH:16][CH:15]=[CH:14][CH:13]=1, predict the reactants needed to synthesize it. The reactants are: Br[C:2]1[N:7]=[C:6]2[NH:8][CH:9]=[CH:10][C:5]2=[N:4][CH:3]=1.[O:11]([C:18]1[CH:23]=[CH:22][C:21](B(O)O)=[CH:20][CH:19]=1)[C:12]1[CH:17]=[CH:16][CH:15]=[CH:14][CH:13]=1.I[CH:28]1[CH2:31][N:30]([C:32]([O:34]C(C)(C)C)=O)[CH2:29]1.[C:39](Cl)(=O)[CH:40]=C. (5) The reactants are: [C:1]([O:5][C:6]([NH:8][C@H:9]([C:14]([OH:16])=[O:15])[CH2:10][CH2:11][S:12][CH3:13])=[O:7])([CH3:4])([CH3:3])[CH3:2].O[CH:18]1[CH2:23][CH2:22][N:21]([CH3:24])[CH2:20][CH2:19]1.C(Cl)CCl. Given the product [C:1]([O:5][C:6]([NH:8][CH:9]([CH2:10][CH2:11][S:12][CH3:13])[C:14]([O:16][CH:18]1[CH2:23][CH2:22][N:21]([CH3:24])[CH2:20][CH2:19]1)=[O:15])=[O:7])([CH3:4])([CH3:2])[CH3:3], predict the reactants needed to synthesize it.